This data is from Full USPTO retrosynthesis dataset with 1.9M reactions from patents (1976-2016). The task is: Predict the reactants needed to synthesize the given product. (1) Given the product [Br:17][C:18]1[CH:23]=[CH:22][CH:21]=[CH:20][C:19]=1[C:14]1[C:9]([O:8][CH2:1][C:2]2[CH:7]=[CH:6][CH:5]=[CH:4][CH:3]=2)=[N:10][CH:11]=[C:12]([Cl:16])[CH:13]=1, predict the reactants needed to synthesize it. The reactants are: [CH2:1]([O:8][C:9]1[C:14](Br)=[CH:13][C:12]([Cl:16])=[CH:11][N:10]=1)[C:2]1[CH:7]=[CH:6][CH:5]=[CH:4][CH:3]=1.[Br:17][C:18]1[CH:23]=[CH:22][CH:21]=[CH:20][C:19]=1B(O)O.C(=O)([O-])[O-].[K+].[K+].C(OCC)C. (2) Given the product [CH3:28][O:29][C:30](=[O:39])[C:31]1[CH:36]=[CH:35][C:34]([O:15][CH2:14][CH:13]([N:12]2[C:11]3[CH:22]=[C:23]([F:27])[C:24]([F:26])=[CH:25][C:10]=3[N:9]=[C:8]2[C:5]2[CH:6]=[CH:7][C:2]([Cl:1])=[CH:3][CH:4]=2)[CH:16]2[CH2:17][CH2:18][CH2:19][CH2:20][CH2:21]2)=[N:33][CH:32]=1, predict the reactants needed to synthesize it. The reactants are: [Cl:1][C:2]1[CH:7]=[CH:6][C:5]([C:8]2[N:12]([CH:13]([CH:16]3[CH2:21][CH2:20][CH2:19][CH2:18][CH2:17]3)[CH2:14][OH:15])[C:11]3[CH:22]=[C:23]([F:27])[C:24]([F:26])=[CH:25][C:10]=3[N:9]=2)=[CH:4][CH:3]=1.[CH3:28][O:29][C:30](=[O:39])[C:31]1[CH:36]=[C:35](Cl)[C:34](O)=[N:33][CH:32]=1.N(C(OC(C)(C)C)=O)=NC(OC(C)(C)C)=O. (3) Given the product [NH:26]([CH2:25][CH2:24][CH2:23][C@H:15]([NH:14][C:12]([C:8]1[C:7](=[O:48])[N:6]([CH2:5][C:4]2[CH:49]=[CH:50][CH:51]=[C:2]([Cl:1])[CH:3]=2)[CH:11]=[CH:10][CH:9]=1)=[O:13])[C:16]([OH:18])=[O:17])[C:27]([NH2:29])=[NH:28].[C:52]([OH:58])([C:54]([F:57])([F:56])[F:55])=[O:53], predict the reactants needed to synthesize it. The reactants are: [Cl:1][C:2]1[CH:3]=[C:4]([CH:49]=[CH:50][CH:51]=1)[CH2:5][N:6]1[CH:11]=[CH:10][CH:9]=[C:8]([C:12]([NH:14][C@@H:15]([CH2:23][CH2:24][CH2:25][NH:26][C:27]([NH:29]S(C2C(C)=C3C(=C(C)C=2C)OC(C)(C)CC3)(=O)=O)=[NH:28])[C:16]([O:18]C(C)(C)C)=[O:17])=[O:13])[C:7]1=[O:48].[C:52]([OH:58])([C:54]([F:57])([F:56])[F:55])=[O:53].C([SiH](CC)CC)C. (4) The reactants are: [O:1]1[C:5]2[CH:6]=[CH:7][CH:8]=[CH:9][C:4]=2[N:3]=[C:2]1[C:10]1[C:11]([NH2:27])=[N:12][CH:13]=[C:14]([C:16]2[CH:17]=[N:18][N:19]([CH:21]3[CH2:26][CH2:25][NH:24][CH2:23][CH2:22]3)[CH:20]=2)[CH:15]=1.[C:28](O)(=O)C.C=O.C([BH3-])#N.[Na+]. Given the product [O:1]1[C:5]2[CH:6]=[CH:7][CH:8]=[CH:9][C:4]=2[N:3]=[C:2]1[C:10]1[C:11]([NH2:27])=[N:12][CH:13]=[C:14]([C:16]2[CH:17]=[N:18][N:19]([CH:21]3[CH2:22][CH2:23][N:24]([CH3:28])[CH2:25][CH2:26]3)[CH:20]=2)[CH:15]=1, predict the reactants needed to synthesize it. (5) Given the product [CH3:9][O:8][C:6](=[O:7])[C:5]1[CH:10]=[C:11]([O:20][CH2:15][C:16](=[O:18])[CH3:17])[CH:2]=[CH:3][C:4]=1[O:12][CH3:13], predict the reactants needed to synthesize it. The reactants are: O[C:2]1[CH:11]=[CH:10][C:5]([C:6]([O:8][CH3:9])=[O:7])=[C:4]([O:12][CH3:13])[CH:3]=1.Cl[CH2:15][C:16](=[O:18])[CH3:17].C(=O)([O-])[O-:20].[K+].[K+].CN(C)C=O.